This data is from Catalyst prediction with 721,799 reactions and 888 catalyst types from USPTO. The task is: Predict which catalyst facilitates the given reaction. Reactant: COC1C=CC(C[N:8]2[C:12]3[N:13]=[CH:14][C:15]4[CH2:16][CH:17]([NH:21][C:22](=[O:29])[C:23]5[CH:28]=[CH:27][CH:26]=[CH:25][CH:24]=5)[CH2:18][CH2:19][C:20]=4[C:11]=3[CH:10]=[N:9]2)=CC=1.FC(F)(F)C(O)=O. Product: [CH:10]1[C:11]2[C:20]3[CH2:19][CH2:18][CH:17]([NH:21][C:22](=[O:29])[C:23]4[CH:28]=[CH:27][CH:26]=[CH:25][CH:24]=4)[CH2:16][C:15]=3[CH:14]=[N:13][C:12]=2[NH:8][N:9]=1. The catalyst class is: 11.